This data is from Full USPTO retrosynthesis dataset with 1.9M reactions from patents (1976-2016). The task is: Predict the reactants needed to synthesize the given product. (1) Given the product [Si:16]([O:3][CH2:2][CH2:1][OH:4])([C:12]([CH3:15])([CH3:14])[CH3:13])([CH3:18])[CH3:17], predict the reactants needed to synthesize it. The reactants are: [CH2:1]([OH:4])[CH2:2][OH:3].C(N(CC)CC)C.[C:12]([Si:16](Cl)([CH3:18])[CH3:17])([CH3:15])([CH3:14])[CH3:13]. (2) Given the product [NH2:45][C@@H:19]1[C:18](=[O:53])[N:17]2[CH2:54][C@H:14]([O:13][C:9]3[C:10]4[C:5](=[CH:4][C:3]([O:2][CH3:1])=[CH:12][CH:11]=4)[CH:6]=[CH:7][N:8]=3)[CH2:15][C@H:16]2[C:30](=[O:31])[NH:29][C@:28]2([C:33]([NH:34][S:35]([C:38]3([CH3:41])[CH2:39][CH2:40]3)(=[O:36])=[O:37])=[O:42])[CH2:32][C@H:27]2[CH:26]=[CH:25][CH2:24][CH2:23][C@@H:22]([CH3:43])[O:21][C@H:20]1[CH3:44], predict the reactants needed to synthesize it. The reactants are: [CH3:1][O:2][C:3]1[CH:4]=[C:5]2[C:10](=[CH:11][CH:12]=1)[C:9]([O:13][C@H:14]1[CH2:54][N:17]3[C:18](=[O:53])[C@@H:19]([NH:45]C(=O)OC(C)(C)C)[C@H:20]([CH3:44])[O:21][C@H:22]([CH3:43])[CH2:23][CH2:24][CH:25]=[CH:26][C@@H:27]4[CH2:32][C@@:28]4([C:33](=[O:42])[NH:34][S:35]([C:38]4([CH3:41])[CH2:40][CH2:39]4)(=[O:37])=[O:36])[NH:29][C:30](=[O:31])[C@@H:16]3[CH2:15]1)=[N:8][CH:7]=[CH:6]2.C(O)(C(F)(F)F)=O. (3) Given the product [CH2:12]([O:14][C:15]([C:17]1([C:20]2[CH:25]=[CH:24][C:23]([C:26]3[CH:31]=[CH:30][C:29]([C:32]4[O:36][N:35]=[C:34]([CH3:37])[C:33]=4[CH2:38][CH:39]4[CH2:40][O:9]4)=[CH:28][CH:27]=3)=[CH:22][CH:21]=2)[CH2:19][CH2:18]1)=[O:16])[CH3:13], predict the reactants needed to synthesize it. The reactants are: ClC1C=CC=C(C(OO)=[O:9])C=1.[CH2:12]([O:14][C:15]([C:17]1([C:20]2[CH:25]=[CH:24][C:23]([C:26]3[CH:31]=[CH:30][C:29]([C:32]4[O:36][N:35]=[C:34]([CH3:37])[C:33]=4[CH2:38][CH:39]=[CH2:40])=[CH:28][CH:27]=3)=[CH:22][CH:21]=2)[CH2:19][CH2:18]1)=[O:16])[CH3:13]. (4) The reactants are: C([O:8][C:9]1[C:14]([C:15]([O:17][CH3:18])=[O:16])=[CH:13][C:12]([C:19]([O:21][CH3:22])=[O:20])=[C:11]([CH2:23][CH2:24][CH3:25])[N:10]=1)C1C=CC=CC=1.C1COCC1.[H][H]. Given the product [OH:8][C:9]1[C:14]([C:15]([O:17][CH3:18])=[O:16])=[CH:13][C:12]([C:19]([O:21][CH3:22])=[O:20])=[C:11]([CH2:23][CH2:24][CH3:25])[N:10]=1, predict the reactants needed to synthesize it. (5) Given the product [CH:18]([N:21]([C:15](=[O:17])[CH2:14][N:10]1[C:11]2[C:12](=[O:13])[N:1]([CH3:2])[C:3](=[O:4])[N:5]([CH3:6])[C:7]=2[N:8]=[CH:9]1)[C:22]([NH:23][CH:24]([CH3:26])[CH3:25])=[O:32])([CH3:20])[CH3:19], predict the reactants needed to synthesize it. The reactants are: [N:1]1([C:12](=[O:13])[C:11]2[N:10]([CH2:14][C:15]([OH:17])=O)[CH:9]=[N:8][C:7]=2[N:5]([CH3:6])[C:3]1=[O:4])[CH3:2].[CH:18]([N:21]=[C:22]=[N:23][CH:24]([CH3:26])[CH3:25])([CH3:20])[CH3:19].C(Cl)(Cl)Cl.C[OH:32].[Na]. (6) Given the product [NH2:1][C:2]1[N:3]=[CH:4][C:5]2[CH2:11][N:10]([C:12]3[C:13](=[O:19])[N:14]([C:21]4[CH:26]=[CH:25][C:24]([CH3:27])=[CH:23][CH:22]=4)[CH:15]=[CH:16][C:17]=3[CH3:18])[CH2:9][CH2:8][C:6]=2[N:7]=1, predict the reactants needed to synthesize it. The reactants are: [NH2:1][C:2]1[N:3]=[CH:4][C:5]2[CH2:11][N:10]([C:12]3[C:13](=[O:19])[NH:14][CH:15]=[CH:16][C:17]=3[CH3:18])[CH2:9][CH2:8][C:6]=2[N:7]=1.I[C:21]1[CH:26]=[CH:25][C:24]([CH3:27])=[CH:23][CH:22]=1.CNCCNC.P([O-])([O-])([O-])=O.[K+].[K+].[K+]. (7) Given the product [CH:15]1([CH2:18][NH:11][CH2:10][CH2:9][C:7]2[NH:6][C:5]3[CH:12]=[C:13]([CH3:14])[C:2]([CH3:1])=[CH:3][C:4]=3[N:8]=2)[CH2:17][CH2:16]1, predict the reactants needed to synthesize it. The reactants are: [CH3:1][C:2]1[C:13]([CH3:14])=[CH:12][C:5]2[NH:6][C:7]([CH2:9][CH2:10][NH2:11])=[N:8][C:4]=2[CH:3]=1.[CH:15]1([CH:18]=O)[CH2:17][CH2:16]1. (8) Given the product [I:1][C:2]1[C:10]([CH3:11])=[CH:9][CH:8]=[CH:7][C:3]=1[C:4]([N:13]([CH3:14])[CH3:12])=[O:5], predict the reactants needed to synthesize it. The reactants are: [I:1][C:2]1[C:10]([CH3:11])=[CH:9][CH:8]=[CH:7][C:3]=1[C:4](O)=[O:5].[CH3:12][NH:13][CH3:14].